Dataset: CYP3A4 inhibition data for predicting drug metabolism from PubChem BioAssay. Task: Regression/Classification. Given a drug SMILES string, predict its absorption, distribution, metabolism, or excretion properties. Task type varies by dataset: regression for continuous measurements (e.g., permeability, clearance, half-life) or binary classification for categorical outcomes (e.g., BBB penetration, CYP inhibition). Dataset: cyp3a4_veith. (1) The compound is Cc1ccnc(N)c1. The result is 0 (non-inhibitor). (2) The drug is O=C(CCCN1CCC2(CC1)C(=O)NCN2c1ccccc1)c1ccc(F)cc1. The result is 0 (non-inhibitor). (3) The compound is COc1cc2c(cc1OC)C(c1ccc(N)cc1)=NNC(=O)C2. The result is 1 (inhibitor). (4) The compound is CC(C)CN1CCC2(CC1)CCN(C(=O)c1cccn1C)CC2. The result is 0 (non-inhibitor). (5) The molecule is Cn1c(=O)c(CCc2ccccc2)nc2cnc(OCc3ccccc3)nc21. The result is 0 (non-inhibitor).